The task is: Predict which catalyst facilitates the given reaction.. This data is from Catalyst prediction with 721,799 reactions and 888 catalyst types from USPTO. (1) Reactant: [N+:1]([O-:4])(O)=[O:2].[CH2:5]([C:12]1[C:17](=[O:18])[CH:16]=[C:15]([CH3:19])[NH:14][C:13]=1[CH3:20])[CH2:6][CH2:7][CH2:8][CH2:9][CH2:10][CH3:11].C(=O)([O-])[O-].[Na+].[Na+]. Product: [CH2:5]([C:12]1[C:17](=[O:18])[C:16]([N+:1]([O-:4])=[O:2])=[C:15]([CH3:19])[NH:14][C:13]=1[CH3:20])[CH2:6][CH2:7][CH2:8][CH2:9][CH2:10][CH3:11]. The catalyst class is: 65. (2) The catalyst class is: 12. Reactant: [CH2:1]([O:8][C@H:9]1[C@H:14]([O:15][CH2:16][C:17]2[CH:22]=[CH:21][CH:20]=[CH:19][CH:18]=2)[C@@H:13]([O:23][CH2:24][C:25]2[CH:30]=[CH:29][CH:28]=[CH:27][CH:26]=2)[C:12]([C:33]2[CH:38]=[CH:37][C:36]([CH2:39][CH3:40])=[C:35]([CH2:41][C:42]3[CH:51]=[CH:50][C:45]4[O:46][CH2:47][CH2:48][O:49][C:44]=4[CH:43]=3)[CH:34]=2)([O:31][CH3:32])[O:11][C@@H:10]1[CH:52]=[O:53])[C:2]1[CH:7]=[CH:6][CH:5]=[CH:4][CH:3]=1.[CH2:54]=[O:55].[OH-].[K+]. Product: [CH2:1]([O:8][C@H:9]1[C@H:14]([O:15][CH2:16][C:17]2[CH:22]=[CH:21][CH:20]=[CH:19][CH:18]=2)[C@@H:13]([O:23][CH2:24][C:25]2[CH:26]=[CH:27][CH:28]=[CH:29][CH:30]=2)[C:12]([C:33]2[CH:38]=[CH:37][C:36]([CH2:39][CH3:40])=[C:35]([CH2:41][C:42]3[CH:51]=[CH:50][C:45]4[O:46][CH2:47][CH2:48][O:49][C:44]=4[CH:43]=3)[CH:34]=2)([O:31][CH3:32])[O:11][C:10]1([CH2:54][OH:55])[CH2:52][OH:53])[C:2]1[CH:3]=[CH:4][CH:5]=[CH:6][CH:7]=1. (3) Reactant: [NH2:1][C@H:2]([C:12]([OH:14])=[O:13])[CH2:3][CH2:4][C:5](=[O:11])[O:6][C:7]([CH3:10])([CH3:9])[CH3:8].[CH2:15](Cl)[CH2:16]Cl.C1C=CC2N(O)N=NC=2C=1. Product: [CH2:15]([O:13][C:12](=[O:14])[CH:2]([NH2:1])[CH2:3][CH2:4][C:5]([O:6][C:7]([CH3:10])([CH3:8])[CH3:9])=[O:11])[CH3:16]. The catalyst class is: 8. (4) Reactant: C[O:2][C:3](=[O:24])[C:4]1[CH:9]=[CH:8][CH:7]=[C:6]([CH2:10][C:11]2[S:12][C:13]([C:16]3[CH:21]=[CH:20][C:19]([C:22]#[N:23])=[CH:18][CH:17]=3)=[N:14][N:15]=2)[CH:5]=1.CO.[OH-].[Na+].Cl. Product: [C:22]([C:19]1[CH:18]=[CH:17][C:16]([C:13]2[S:12][C:11]([CH2:10][C:6]3[CH:5]=[C:4]([CH:9]=[CH:8][CH:7]=3)[C:3]([OH:24])=[O:2])=[N:15][N:14]=2)=[CH:21][CH:20]=1)#[N:23]. The catalyst class is: 90. (5) Reactant: [N+:1]([C:4]1[CH:9]=[CH:8][C:7]([C:10]2[S:11][C:12]3[CH:18]=[C:17]([O:19][CH3:20])[CH:16]=[CH:15][C:13]=3[N:14]=2)=[CH:6][CH:5]=1)([O-])=O.O.O.[Sn](Cl)Cl. The catalyst class is: 14. Product: [NH2:1][C:4]1[CH:5]=[CH:6][C:7]([C:10]2[S:11][C:12]3[CH:18]=[C:17]([O:19][CH3:20])[CH:16]=[CH:15][C:13]=3[N:14]=2)=[CH:8][CH:9]=1. (6) Reactant: [CH3:1][C:2]1[N:6]([C@@H:7]2[CH2:12][CH2:11][N:10](C(OC(C)(C)C)=O)[CH2:9][C@H:8]2[CH2:20][OH:21])[C:5]2[CH:22]=[CH:23][C:24]([CH3:26])=[CH:25][C:4]=2[N:3]=1.[ClH:27]. Product: [ClH:27].[ClH:27].[CH3:1][C:2]1[N:6]([C@@H:7]2[CH2:12][CH2:11][NH:10][CH2:9][C@H:8]2[CH2:20][OH:21])[C:5]2[CH:22]=[CH:23][C:24]([CH3:26])=[CH:25][C:4]=2[N:3]=1. The catalyst class is: 12. (7) Reactant: [F:1][C:2]1[CH:32]=[CH:31][CH:30]=[C:29]([F:33])[C:3]=1[CH2:4][O:5][C:6]1[C:7]2[N:8]([C:13]([C:17]3[CH:18]=[N:19][N:20]([CH2:22][C:23]([CH3:28])([N+:25]([O-])=O)[CH3:24])[CH:21]=3)=[C:14]([CH3:16])[N:15]=2)[CH:9]=[C:10]([CH3:12])[CH:11]=1. Product: [F:33][C:29]1[CH:30]=[CH:31][CH:32]=[C:2]([F:1])[C:3]=1[CH2:4][O:5][C:6]1[C:7]2[N:8]([C:13]([C:17]3[CH:18]=[N:19][N:20]([CH2:22][C:23]([CH3:28])([NH2:25])[CH3:24])[CH:21]=3)=[C:14]([CH3:16])[N:15]=2)[CH:9]=[C:10]([CH3:12])[CH:11]=1. The catalyst class is: 470. (8) Reactant: [CH3:1][CH:2]([CH3:15])[CH2:3][CH:4]=[C:5]1[CH2:14][CH2:13][C:8]2(OCC[O:9]2)[CH2:7][CH2:6]1.C(Cl)(Cl)Cl.O. Product: [CH3:1][CH:2]([CH3:15])[CH2:3][CH:4]=[C:5]1[CH2:6][CH2:7][C:8](=[O:9])[CH2:13][CH2:14]1. The catalyst class is: 7. (9) Product: [OH:7][C:9]1([CH2:8][N:24]2[C:23](=[O:2])[C:22]3=[CH:31][CH:30]=[CH:28][N:27]3[N:26]=[CH:25]2)[CH2:14][CH2:13][N:12]([C:15]([O:17][C:18]([CH3:21])([CH3:20])[CH3:19])=[O:16])[CH2:11][CH2:10]1. Reactant: C(=O)([O-])[O-:2].[Cs+].[Cs+].[O:7]1[C:9]2([CH2:14][CH2:13][N:12]([C:15]([O:17][C:18]([CH3:21])([CH3:20])[CH3:19])=[O:16])[CH2:11][CH2:10]2)[CH2:8]1.[CH:22]1[CH:31]=[C:30]2[N:24]([CH:25]=[N:26][NH:27][C:28]2=O)[CH:23]=1.CN(C=O)C. The catalyst class is: 69. (10) Reactant: [CH2:1]([O:8][N:9]([CH2:12][C:13]1([C:18]([OH:20])=O)[CH2:17][CH2:16][CH2:15][CH2:14]1)[CH:10]=[O:11])[C:2]1[CH:7]=[CH:6][CH:5]=[CH:4][CH:3]=1.[NH:21]([C:23]1[N:28]=[C:27]([C:29]([F:32])([F:31])[F:30])[CH:26]=[CH:25][N:24]=1)[NH2:22].CN1CCOCC1.C1C=NC2N(O)N=NC=2C=1.Cl.CN(C)CCCN=C=NCC. Product: [CH2:1]([O:8][N:9]([CH2:12][C:13]1([C:18]([NH:22][NH:21][C:23]2[N:28]=[C:27]([C:29]([F:31])([F:30])[F:32])[CH:26]=[CH:25][N:24]=2)=[O:20])[CH2:14][CH2:15][CH2:16][CH2:17]1)[CH:10]=[O:11])[C:2]1[CH:3]=[CH:4][CH:5]=[CH:6][CH:7]=1. The catalyst class is: 3.